From a dataset of Full USPTO retrosynthesis dataset with 1.9M reactions from patents (1976-2016). Predict the reactants needed to synthesize the given product. (1) Given the product [OH:8][C:9]1[CH:36]=[CH:35][C:34]([N:37]([CH3:46])[CH2:38][CH2:39][N:40]2[CH2:45][CH2:44][O:43][CH2:42][CH2:41]2)=[CH:33][C:10]=1[C:11]([NH:13][C:14]1[CH:26]=[C:25]([C:27]2[CH:28]=[CH:29][CH:30]=[CH:31][CH:32]=2)[CH:24]=[CH:23][C:15]=1[C:16]([OH:18])=[O:17])=[O:12], predict the reactants needed to synthesize it. The reactants are: FC(F)(F)C(O)=O.[OH:8][C:9]1[CH:36]=[CH:35][C:34]([N:37]([CH3:46])[CH2:38][CH2:39][N:40]2[CH2:45][CH2:44][O:43][CH2:42][CH2:41]2)=[CH:33][C:10]=1[C:11]([NH:13][C:14]1[CH:26]=[C:25]([C:27]2[CH:32]=[CH:31][CH:30]=[CH:29][CH:28]=2)[CH:24]=[CH:23][C:15]=1[C:16]([O:18]C(C)(C)C)=[O:17])=[O:12]. (2) Given the product [Br:1][C:2]1[CH:3]=[CH:4][C:5]2[NH:11][CH2:10][CH2:9][N:8]=[C:7]([C:13]3[CH:18]=[CH:17][CH:16]=[CH:15][C:14]=3[F:19])[C:6]=2[CH:20]=1, predict the reactants needed to synthesize it. The reactants are: [Br:1][C:2]1[CH:3]=[CH:4][C:5]2[NH:11][C:10](=O)[CH2:9][N:8]=[C:7]([C:13]3[CH:18]=[CH:17][CH:16]=[CH:15][C:14]=3[F:19])[C:6]=2[CH:20]=1.[H-].[Al+3].[Li+].[H-].[H-].[H-].